This data is from Catalyst prediction with 721,799 reactions and 888 catalyst types from USPTO. The task is: Predict which catalyst facilitates the given reaction. (1) Reactant: Br[CH2:2][CH2:3][CH2:4][CH2:5][CH2:6][CH2:7][Br:8].C(C1(O)[CH2:14][O:13][CH2:12]1)C.[OH-:16].[Na+].O.CC[CH2:21][CH2:22][CH2:23][CH3:24]. Product: [Br:8][CH2:7][CH2:6][CH2:5][CH2:4][CH2:3][CH2:2][O:16][CH2:21][C:22]1([CH2:23][CH3:24])[CH2:14][O:13][CH2:12]1. The catalyst class is: 689. (2) Reactant: [NH:1]1[CH:5]=[CH:4][N:3]=[C:2]1[CH2:6][N:7]([CH2:15][C:16]1[CH:38]=[CH:37][C:19]([C:20]([N:22]2[CH2:26][CH2:25][CH2:24][N:23]2C(OCC2C=CC=CC=2)=O)=[O:21])=[CH:18][CH:17]=1)[CH2:8][C:9]1[CH:14]=[CH:13][CH:12]=[CH:11][N:10]=1. Product: [NH:3]1[CH:4]=[CH:5][N:1]=[C:2]1[CH2:6][N:7]([CH2:15][C:16]1[CH:38]=[CH:37][C:19]([C:20]([N:22]2[CH2:26][CH2:25][CH2:24][NH:23]2)=[O:21])=[CH:18][CH:17]=1)[CH2:8][C:9]1[CH:14]=[CH:13][CH:12]=[CH:11][N:10]=1. The catalyst class is: 19. (3) Reactant: C([O:8][C:9]1[CH:10]=[C:11]([C:23]2[CH:24]=[C:25]([CH:29]=[CH:30][CH:31]=2)[C:26]([NH2:28])=[O:27])[CH:12]=[C:13]([O:15]CC2C=CC=CC=2)[CH:14]=1)C1C=CC=CC=1.C1CCCCC=1. Product: [OH:8][C:9]1[CH:10]=[C:11]([C:23]2[CH:24]=[C:25]([CH:29]=[CH:30][CH:31]=2)[C:26]([NH2:28])=[O:27])[CH:12]=[C:13]([OH:15])[CH:14]=1. The catalyst class is: 505. (4) Reactant: [CH3:1][C:2]1[CH:7]=[C:6]([CH3:8])[N:5]=[C:4]2[S:9][N:10]=[C:11]([O:12][CH2:13][C:14]([OH:16])=O)[C:3]=12.[NH:17]1[CH2:22][CH2:21][O:20][CH2:19][CH2:18]1.CCN=C=NCCCN(C)C.CCN(C(C)C)C(C)C. Product: [CH3:1][C:2]1[CH:7]=[C:6]([CH3:8])[N:5]=[C:4]2[S:9][N:10]=[C:11]([O:12][CH2:13][C:14]([N:17]3[CH2:22][CH2:21][O:20][CH2:19][CH2:18]3)=[O:16])[C:3]=12. The catalyst class is: 142. (5) Reactant: [H-].[Al+3].[Li+].[H-].[H-].[H-].[CH:7]1([CH2:16][C:17](O)=[O:18])[C:15]2[C:10](=[CH:11][CH:12]=[CH:13][CH:14]=2)[CH2:9][CH2:8]1.O.CCOC(C)=O. Product: [CH:7]1([CH2:16][CH2:17][OH:18])[C:15]2[C:10](=[CH:11][CH:12]=[CH:13][CH:14]=2)[CH2:9][CH2:8]1. The catalyst class is: 28. (6) Reactant: [F:1][C:2]1([F:16])[CH2:7][CH2:6][N:5]([C:8]2[N:13]=[CH:12][N:11]=[C:10]([CH2:14][NH2:15])[CH:9]=2)[CH2:4][CH2:3]1.[F:17][C:18]1[CH:23]=[CH:22][C:21]([S:24]([N:27]([CH2:31][C:32](O)=[O:33])[CH:28]([CH3:30])[CH3:29])(=[O:26])=[O:25])=[CH:20][CH:19]=1.CN(C(ON1N=NC2C=CC=NC1=2)=[N+](C)C)C.F[P-](F)(F)(F)(F)F.CCN(C(C)C)C(C)C. Product: [F:16][C:2]1([F:1])[CH2:7][CH2:6][N:5]([C:8]2[N:13]=[CH:12][N:11]=[C:10]([CH2:14][NH:15][C:32](=[O:33])[CH2:31][N:27]([CH:28]([CH3:29])[CH3:30])[S:24]([C:21]3[CH:22]=[CH:23][C:18]([F:17])=[CH:19][CH:20]=3)(=[O:25])=[O:26])[CH:9]=2)[CH2:4][CH2:3]1. The catalyst class is: 2. (7) Product: [Cl:1][C:2]1[CH:3]=[C:4]([C:8]([C:10]2[CH:14]=[CH:13][O:12][CH:11]=2)([OH:9])[CH3:15])[CH:5]=[CH:6][CH:7]=1. Reactant: [Cl:1][C:2]1[CH:3]=[C:4]([C:8]([C:10]2[CH:14]=[CH:13][O:12][CH:11]=2)=[O:9])[CH:5]=[CH:6][CH:7]=1.[CH3:15][Mg]I.[NH4+].[Cl-]. The catalyst class is: 28.